Dataset: Experimentally validated miRNA-target interactions with 360,000+ pairs, plus equal number of negative samples. Task: Binary Classification. Given a miRNA mature sequence and a target amino acid sequence, predict their likelihood of interaction. (1) The miRNA is hsa-miR-4698 with sequence UCAAAAUGUAGAGGAAGACCCCA. The protein sequence of the target gene is MTARAWASWRSSALLLLLVPGYFPLSHPMTVAGPVGGSLSVQCRYEKEHRTLNKFWCRPPQILRCDKIVETKGSAGKRNGRVSIRDSPANLSFTVTLENLTEEDAGTYWCGVDTPWLRDFHDPIVEVEVSVFPAGTTTASSPQSSMGTSGPPTKLPVHTWPSVTRKDSPEPSPHPGSLFSNVRFLLLVLLELPLLLSMLGAVLWVNRPQRSSRSRQNWPKGENQ. Result: 0 (no interaction). (2) The miRNA is hsa-miR-5706 with sequence UUCUGGAUAACAUGCUGAAGCU. The protein sequence of the target gene is MFNLMKKDKDKDGGRKEKKEKKEKKERMSAAELRSLEEMSLRRGFFNLNRSSKRESKTRLEISNPIPIKVASGSDLHLTDIDSDSNRGSVILDSGHLSTASSSDDLKGEEGSFRGSVLQRAAKFGSLAKQNSQMIVKRFSFSQRSRDESASETSTPSEHSAAPSPQVEVRTLEGQLVQHPGPGIPRPGHRSRAPELVTKKFPVDLRLPPVVPLPPPTLRELELQRRPTGDFGFSLRRTTMLDRGPEGQACRRVVHFAEPGAGTKDLALGLVPGDRLVEINGHNVESKSRDEIVEMIRQSG.... Result: 1 (interaction). (3) The miRNA is hsa-miR-424-5p with sequence CAGCAGCAAUUCAUGUUUUGAA. The protein sequence of the target gene is MADEATRRVVSEIPVLKTNAGPRDRELWVQRLKEEYQSLIRYVENNKNSDNDWFRLESNKEGTRWFGKCWYIHDFLKYEFDIEFEIPITYPTTAPEIAVPELDGKTAKMYRGGKICLTDHFKPLWARNVPKFGLAHLMALGLGPWLAVEVPDLIQKGVIQHKEKCSQ. Result: 0 (no interaction). (4) The miRNA is hsa-miR-324-5p with sequence CGCAUCCCCUAGGGCAUUGGUG. The protein sequence of the target gene is MEINTKLLISVTCISFFTFQLLFYFVSYWFSAKVSPGFNSLSFKKKIEWNSRVVSTCHSLVVGIFGLYIFLFDEATKADPLWGGPSLANVNIAIASGYLISDLSIIILYWKVIGDKFFIMHHCASLYAYYLVLKNGVLAYIGNFRLLAELSSPFVNQRWFFEALKYPKFSKAIVINGILMTVVFFIVRIASMLPHYGFMYSVYGTEPYIRLGVLIQLSWVISCVVLDVMNVMWMIKISKGCIKVISHIRQEKAKNSLQNGKLD. Result: 0 (no interaction).